Dataset: Forward reaction prediction with 1.9M reactions from USPTO patents (1976-2016). Task: Predict the product of the given reaction. (1) Given the reactants [O:1]=[C:2]1[O:6][CH2:5][C@H:4]([NH:7][C:8](=[O:17])[O:9][CH2:10][C:11]2[CH:16]=[CH:15][CH:14]=[CH:13][CH:12]=2)[CH2:3]1.C(N(CC)CC)C.[CH3:25][OH:26], predict the reaction product. The product is: [CH2:10]([O:9][C:8]([NH:7][C@@H:4]([CH2:25][OH:26])[CH2:3][C:2]([O:6][CH3:5])=[O:1])=[O:17])[C:11]1[CH:16]=[CH:15][CH:14]=[CH:13][CH:12]=1. (2) Given the reactants O.Br[C:3]1[C:4]2[C:9]([CH:10]=[C:11]3[C:16]=1[CH:15]=[CH:14][CH:13]=[CH:12]3)=[CH:8][CH:7]=[CH:6][CH:5]=2, predict the reaction product. The product is: [C:11]([C:13]1[CH:12]=[CH:11][C:16]([C:3]2[C:4]3[C:9]([CH:10]=[C:9]4[C:4]=2[CH:5]=[CH:6][CH:7]=[CH:8]4)=[CH:8][CH:7]=[CH:6][CH:5]=3)=[CH:15][CH:14]=1)([CH3:16])([CH3:12])[CH3:10]. (3) Given the reactants [C:1]([O:5][C:6]([N:8]([CH3:31])[CH2:9][CH2:10][N:11]1[CH2:16][CH2:15][CH:14]([N:17]2[C:21]([C:22]([O:24]CC)=[O:23])=[CH:20][C:19]([C:27]([F:30])([F:29])[F:28])=[N:18]2)[CH2:13][CH2:12]1)=[O:7])([CH3:4])([CH3:3])[CH3:2].[OH-].[Na+].C1COCC1, predict the reaction product. The product is: [C:1]([O:5][C:6]([N:8]([CH3:31])[CH2:9][CH2:10][N:11]1[CH2:16][CH2:15][CH:14]([N:17]2[C:21]([C:22]([OH:24])=[O:23])=[CH:20][C:19]([C:27]([F:28])([F:30])[F:29])=[N:18]2)[CH2:13][CH2:12]1)=[O:7])([CH3:4])([CH3:3])[CH3:2]. (4) Given the reactants [CH2:1]([O:8][C:9]1[C:10]([O:21][CH3:22])=[CH:11][C:12]([Cl:20])=[C:13](/[CH:15]=[CH:16]/[C:17]([OH:19])=O)[CH:14]=1)[C:2]1[CH:7]=[CH:6][CH:5]=[CH:4][CH:3]=1.[CH2:23]([O:30][C:31]1[CH:32]=[C:33]([CH2:39][CH2:40][NH2:41])[CH:34]=[CH:35][C:36]=1[O:37][CH3:38])[C:24]1[CH:29]=[CH:28][CH:27]=[CH:26][CH:25]=1.CCN(C(C)C)C(C)C.CN(C(ON1N=NC2C=CC=NC1=2)=[N+](C)C)C.F[P-](F)(F)(F)(F)F, predict the reaction product. The product is: [CH2:1]([O:8][C:9]1[C:10]([O:21][CH3:22])=[CH:11][C:12]([Cl:20])=[C:13](/[CH:15]=[CH:16]/[C:17]([NH:41][CH2:40][CH2:39][C:33]2[CH:34]=[CH:35][C:36]([O:37][CH3:38])=[C:31]([O:30][CH2:23][C:24]3[CH:29]=[CH:28][CH:27]=[CH:26][CH:25]=3)[CH:32]=2)=[O:19])[CH:14]=1)[C:2]1[CH:3]=[CH:4][CH:5]=[CH:6][CH:7]=1. (5) Given the reactants [OH:1][CH:2]([CH2:14][CH2:15][CH3:16])[C:3]#[C:4][C:5]1[CH:10]=[CH:9][C:8]([F:11])=[C:7]([F:12])[C:6]=1[F:13].[H][H], predict the reaction product. The product is: [OH:1][CH:2]([CH2:14][CH2:15][CH3:16])[CH2:3][CH2:4][C:5]1[CH:10]=[CH:9][C:8]([F:11])=[C:7]([F:12])[C:6]=1[F:13]. (6) Given the reactants [CH3:1][C:2]1[C:6]([CH3:8])([CH3:7])[CH:5]([CH2:9][CH:10]=O)[CH2:4][CH:3]=1.[NH:12]1[CH2:17][CH2:16][O:15][CH2:14][CH2:13]1, predict the reaction product. The product is: [CH3:8][C:6]1([CH3:7])[C:2]([CH3:1])=[CH:3][CH2:4][CH:5]1/[CH:9]=[CH:10]/[N:12]1[CH2:17][CH2:16][O:15][CH2:14][CH2:13]1. (7) The product is: [ClH:21].[Cl:21][C:22]1[CH:23]=[C:24]([C:28]2[CH2:33][CH2:32][N:31]([CH2:15][CH2:14][CH2:13][CH2:12][CH:6]3[C:5]4[C:9](=[CH:10][C:2]([F:1])=[CH:3][CH:4]=4)[NH:8][C:7]3=[O:11])[CH2:30][CH:29]=2)[CH:25]=[CH:26][CH:27]=1. Given the reactants [F:1][C:2]1[CH:10]=[C:9]2[C:5]([CH:6]([CH2:12][CH2:13][CH2:14][CH2:15]OS(C)(=O)=O)[C:7](=[O:11])[NH:8]2)=[CH:4][CH:3]=1.[Cl:21][C:22]1[CH:23]=[C:24]([C:28]2[CH2:29][CH2:30][NH:31][CH2:32][CH:33]=2)[CH:25]=[CH:26][CH:27]=1, predict the reaction product. (8) Given the reactants [N+:1]([C:4]1[C:5]([C:14]#[N:15])=[N:6][CH:7]=[C:8]([C:10]([F:13])([F:12])[F:11])[CH:9]=1)([O-:3])=[O:2].S(=O)(=O)(O)[OH:17], predict the reaction product. The product is: [N+:1]([C:4]1[C:5]([C:14]([NH2:15])=[O:17])=[N:6][CH:7]=[C:8]([C:10]([F:13])([F:11])[F:12])[CH:9]=1)([O-:3])=[O:2].